Task: Predict the reactants needed to synthesize the given product.. Dataset: Full USPTO retrosynthesis dataset with 1.9M reactions from patents (1976-2016) (1) Given the product [CH3:8][N:9]1[CH2:14][CH2:13][CH:12]=[C:11]([C:15]([O:17][CH3:18])=[O:16])[CH2:10]1, predict the reactants needed to synthesize it. The reactants are: C([O-])([O-])=O.[K+].[K+].Br.[CH3:8][N:9]1[CH2:14][CH2:13][CH:12]=[C:11]([C:15]([O:17][CH3:18])=[O:16])[CH2:10]1. (2) Given the product [CH:39]([NH:3][C:4]1[CH:36]=[CH:35][C:7]([O:8][C:9]2[CH:10]=[CH:11][C:12]3[N:16]=[C:15]([CH2:17][O:18][C:19]4[CH:32]=[CH:31][C:22]([CH2:23][CH:24]5[S:28][C:27](=[O:29])[NH:26][C:25]5=[O:30])=[CH:21][CH:20]=4)[N:14]([CH3:33])[C:13]=3[CH:34]=2)=[CH:6][CH:5]=1)([CH3:41])[CH3:40], predict the reactants needed to synthesize it. The reactants are: Cl.Cl.[NH2:3][C:4]1[CH:36]=[CH:35][C:7]([O:8][C:9]2[CH:10]=[CH:11][C:12]3[N:16]=[C:15]([CH2:17][O:18][C:19]4[CH:32]=[CH:31][C:22]([CH2:23][CH:24]5[S:28][C:27](=[O:29])[NH:26][C:25]5=[O:30])=[CH:21][CH:20]=4)[N:14]([CH3:33])[C:13]=3[CH:34]=2)=[CH:6][CH:5]=1.Cl.Cl.[CH:39](NC1C=C(C=CC=1)OC1C=CC2N=C(COC3C=CC(CC4SC(=O)NC4=O)=CC=3)N(C)C=2C=1)([CH3:41])[CH3:40]. (3) The reactants are: [F:1][C:2]1[CH:24]=[CH:23][CH:22]=[CH:21][C:3]=1[CH2:4][N:5]1[C:9]2=[N:10][C:11]([C:14]([F:17])([F:16])[F:15])=[CH:12][CH:13]=[C:8]2[C:7]([C:18]([NH2:20])=O)=[N:6]1. Given the product [F:1][C:2]1[CH:24]=[CH:23][CH:22]=[CH:21][C:3]=1[CH2:4][N:5]1[C:9]2=[N:10][C:11]([C:14]([F:16])([F:15])[F:17])=[CH:12][CH:13]=[C:8]2[C:7]([C:18]#[N:20])=[N:6]1, predict the reactants needed to synthesize it. (4) Given the product [Cl:1][CH2:2][CH2:3][O:4][C:15]1([N+:21]([O-:23])=[O:22])[CH:16]=[CH:17][C:18]([F:20])=[CH:19][CH2:14]1, predict the reactants needed to synthesize it. The reactants are: [Cl:1][CH2:2][CH2:3][OH:4].C([N-]C(C)C)(C)C.[Li+].F[C:14]1[CH:19]=[C:18]([F:20])[CH:17]=[CH:16][C:15]=1[N+:21]([O-:23])=[O:22]. (5) Given the product [CH3:13][C:10]1[CH:11]=[CH:12][C:3]2[CH:1]=[C:6]([C:7]([OH:17])=[O:14])[O:5][C:4]=2[CH:9]=1, predict the reactants needed to synthesize it. The reactants are: [CH:1]([C:3]1[CH:12]=[CH:11][C:10]([CH3:13])=[CH:9][C:4]=1[O:5][CH2:6][C:7]#N)=O.[OH-:14].[K+].Cl.[OH2:17]. (6) Given the product [CH2:50]([N:52]([CH3:53])[C:47]([C:41]1([C:38]2[CH:39]=[CH:40][C:35]([O:34][CH:31]3[CH2:32][CH2:33][N:28]([CH:25]([CH3:26])[CH3:27])[CH2:29][CH2:30]3)=[CH:36][CH:37]=2)[CH2:42][CH2:43][O:44][CH2:45][CH2:46]1)=[O:49])[CH3:51], predict the reactants needed to synthesize it. The reactants are: CN(C(ON1N=NC2C1=CC=CC=2)=[N+](C)C)C.F[P-](F)(F)(F)(F)F.[CH:25]([N:28]1[CH2:33][CH2:32][CH:31]([O:34][C:35]2[CH:40]=[CH:39][C:38]([C:41]3([C:47]([OH:49])=O)[CH2:46][CH2:45][O:44][CH2:43][CH2:42]3)=[CH:37][CH:36]=2)[CH2:30][CH2:29]1)([CH3:27])[CH3:26].[CH2:50]([N:52](CC)[CH2:53]C)[CH3:51].C(NC)C. (7) Given the product [Cl:15][C:16]1[CH:25]=[C:24]2[C:19]([CH2:20][CH2:21][CH2:22][N:23]2[C:2]2[N:7]=[C:6]([Cl:8])[N:5]=[CH:4][N:3]=2)=[CH:18][CH:17]=1, predict the reactants needed to synthesize it. The reactants are: Cl[C:2]1[N:7]=[C:6]([Cl:8])[N:5]=[CH:4][N:3]=1.C([O-])([O-])=O.[K+].[K+].[Cl:15][C:16]1[CH:25]=[C:24]2[C:19]([CH2:20][CH2:21][CH2:22][NH:23]2)=[CH:18][CH:17]=1. (8) Given the product [N:1]1([CH2:6][C@@H:7]2[C@H:10]([NH:11][C:12](=[O:70])/[C:13](=[N:27]\[O:28][C@@H:29]([CH2:46][O:47][C:48]3[CH:49]=[CH:50][C:51]([C:54](=[NH:69])[NH:55][CH:56]4[CH2:61][CH2:60][NH:59][CH2:58][CH2:57]4)=[CH:52][CH:53]=3)[C:30]([OH:32])=[O:31])/[C:14]3[N:15]=[C:16]([NH2:19])[S:17][CH:18]=3)[C:9](=[O:71])[N:8]2[S:72]([OH:75])(=[O:74])=[O:73])[CH:5]=[N:4][CH:3]=[N:2]1, predict the reactants needed to synthesize it. The reactants are: [N:1]1([CH2:6][C@@H:7]2[C@H:10]([NH:11][C:12](=[O:70])/[C:13](=[N:27]\[O:28][C@@H:29]([CH2:46][O:47][C:48]3[CH:53]=[CH:52][C:51]([C:54](=[NH:69])[NH:55][CH:56]4[CH2:61][CH2:60][N:59](C(OC(C)(C)C)=O)[CH2:58][CH2:57]4)=[CH:50][CH:49]=3)[C:30]([O:32]C(C3C=CC=CC=3)C3C=CC=CC=3)=[O:31])/[C:14]3[N:15]=[C:16]([NH:19]C(OC(C)(C)C)=O)[S:17][CH:18]=3)[C:9](=[O:71])[N:8]2[S:72]([OH:75])(=[O:74])=[O:73])[CH:5]=[N:4][CH:3]=[N:2]1.C(O)(C(F)(F)F)=O. (9) Given the product [OH:26][NH:25][C:2](=[O:1])[CH2:3][C:4]1[CH:5]=[CH:6][C:7]([NH:10][C:11]([C:13]2[C:23]3=[C:24]4[C:19](=[CH:20][CH:21]=[CH:22]3)[CH2:18][CH2:17][CH2:16][N:15]4[CH:14]=2)=[O:12])=[CH:8][CH:9]=1, predict the reactants needed to synthesize it. The reactants are: [O:1]=[C:2]([NH:25][O:26]C1CCCCO1)[CH2:3][C:4]1[CH:9]=[CH:8][C:7]([NH:10][C:11]([C:13]2[C:23]3=[C:24]4[C:19](=[CH:20][CH:21]=[CH:22]3)[CH2:18][CH2:17][CH2:16][N:15]4[CH:14]=2)=[O:12])=[CH:6][CH:5]=1.